This data is from Full USPTO retrosynthesis dataset with 1.9M reactions from patents (1976-2016). The task is: Predict the reactants needed to synthesize the given product. (1) Given the product [ClH:19].[ClH:19].[F:5][C:4]([F:7])([F:6])[C@@:3]([CH3:8])([NH2:9])[CH2:2][NH2:1], predict the reactants needed to synthesize it. The reactants are: [NH2:1][CH2:2][C@@:3]([NH:9][C@H](C1C=CC=CC=1)CO)([CH3:8])[C:4]([F:7])([F:6])[F:5].[ClH:19]. (2) Given the product [C:25]([O:29][C:30](=[O:35])[NH:31][CH2:32][CH2:33][NH:34][C:20]([C:18]1[CH:17]=[CH:16][C:13]2[N:14]([CH3:15])[C:10]([NH:9][C:7]3[S:8][C:4]4[CH:3]=[C:2]([Cl:1])[CH:24]=[CH:23][C:5]=4[N:6]=3)=[N:11][C:12]=2[CH:19]=1)=[O:21])([CH3:28])([CH3:26])[CH3:27], predict the reactants needed to synthesize it. The reactants are: [Cl:1][C:2]1[CH:24]=[CH:23][C:5]2[N:6]=[C:7]([NH:9][C:10]3[N:14]([CH3:15])[C:13]4[CH:16]=[CH:17][C:18]([C:20](O)=[O:21])=[CH:19][C:12]=4[N:11]=3)[S:8][C:4]=2[CH:3]=1.[C:25]([O:29][C:30](=[O:35])[NH:31][CH2:32][CH2:33][NH2:34])([CH3:28])([CH3:27])[CH3:26].CN(C(ON1N=NC2C=CC=CC1=2)=[N+](C)C)C.F[P-](F)(F)(F)(F)F.CCN(C(C)C)C(C)C. (3) Given the product [CH2:1]([C:8]1[CH:9]=[C:10]([C:14](=[O:16])[CH2:15][C:33]([C:31]2[N:30]=[CH:29][N:28]([CH3:27])[CH:32]=2)=[O:34])[CH:11]=[CH:12][CH:13]=1)[C:2]1[CH:3]=[CH:4][CH:5]=[CH:6][CH:7]=1, predict the reactants needed to synthesize it. The reactants are: [CH2:1]([C:8]1[CH:9]=[C:10]([C:14](=[O:16])[CH3:15])[CH:11]=[CH:12][CH:13]=1)[C:2]1[CH:7]=[CH:6][CH:5]=[CH:4][CH:3]=1.C[Si]([N-][Si](C)(C)C)(C)C.[K+].[CH3:27][N:28]1[CH:32]=[C:31]([C:33](OC)=[O:34])[N:30]=[CH:29]1. (4) Given the product [F:37][C@@H:38]([CH3:41])[CH2:39][N:14]([C:6]1[CH:7]=[C:8]2[C:12](=[CH:13][C:5]=1[O:4][CH2:3][O:2][CH3:1])[CH2:11][CH2:10][CH2:9]2)[S:15]([C:18]1[S:19][CH:20]=[C:21]([CH3:23])[N:22]=1)(=[O:17])=[O:16], predict the reactants needed to synthesize it. The reactants are: [CH3:1][O:2][CH2:3][O:4][C:5]1[CH:13]=[C:12]2[C:8]([CH2:9][CH2:10][CH2:11]2)=[CH:7][C:6]=1[NH:14][S:15]([C:18]1[S:19][CH:20]=[C:21]([CH3:23])[N:22]=1)(=[O:17])=[O:16].C(P(CCCC)CCCC)CCC.[F:37][C@@H:38]([CH3:41])[CH2:39]O.N(/C(N1CCCCC1)=O)=N\C(N1CCCCC1)=O. (5) The reactants are: [NH+:1]1([O-])[C:5]2=[N:6][CH:7]=[CH:8][CH:9]=[C:4]2[CH:3]=[CH:2]1.[C:11](Br)(=[O:18])[C:12]1[CH:17]=[CH:16][CH:15]=[CH:14][CH:13]=1.C[Si](C)(C)N[Si](C)(C)C.[Br-:29]. Given the product [Br:29][C:7]1[N:6]=[C:5]2[N:1]([C:13]3[CH:14]=[CH:15][CH:16]=[CH:17][C:12]=3[CH:11]=[O:18])[CH:2]=[CH:3][C:4]2=[CH:9][CH:8]=1, predict the reactants needed to synthesize it. (6) Given the product [CH3:26][O:25][C:19]1[CH:18]=[C:17]([CH2:16][C@H:15]([CH3:27])[C@H:14]([CH3:28])[CH2:13][C:7]2[CH:8]=[CH:9][C:10]([O:11][CH3:12])=[C:5]([O:4][CH2:3][CH2:2][N:36]3[CH:37]=[CH:38][N:39]=[C:35]3[N+:32]([O-:34])=[O:33])[CH:6]=2)[CH:22]=[CH:21][C:20]=1[O:23][CH3:24], predict the reactants needed to synthesize it. The reactants are: Br[CH2:2][CH2:3][O:4][C:5]1[CH:6]=[C:7]([CH2:13][C@@H:14]([CH3:28])[C@@H:15]([CH3:27])[CH2:16][C:17]2[CH:22]=[CH:21][C:20]([O:23][CH3:24])=[C:19]([O:25][CH3:26])[CH:18]=2)[CH:8]=[CH:9][C:10]=1[O:11][CH3:12].C[O-].[Na+].[N+:32]([C:35]1[NH:36][CH:37]=[CH:38][N:39]=1)([O-:34])=[O:33].